The task is: Predict the reactants needed to synthesize the given product.. This data is from Full USPTO retrosynthesis dataset with 1.9M reactions from patents (1976-2016). Given the product [F:9][C:10]1[CH:15]=[C:14]([F:16])[C:13]([CH2:17][NH:18][CH2:19][C:20]([F:23])([F:22])[F:21])=[CH:12][C:11]=1[C@:24]12[CH2:33][O:32][C@@H:31]([CH3:34])[CH2:30][C@H:29]1[CH2:28][S:27][C:26]([NH:36][C:37](=[O:44])[C:38]1[CH:39]=[CH:40][CH:41]=[CH:42][CH:43]=1)=[N:25]2, predict the reactants needed to synthesize it. The reactants are: C([BH-](CC)CC)C.[Li+].[F:9][C:10]1[CH:15]=[C:14]([F:16])[C:13]([CH2:17][NH:18][CH2:19][C:20]([F:23])([F:22])[F:21])=[CH:12][C:11]=1[C@:24]12[CH2:33][O:32][C@@H:31]([CH2:34]F)[CH2:30][C@H:29]1[CH2:28][S:27][C:26]([NH:36][C:37](=[O:44])[C:38]1[CH:43]=[CH:42][CH:41]=[CH:40][CH:39]=1)=[N:25]2.